Dataset: Full USPTO retrosynthesis dataset with 1.9M reactions from patents (1976-2016). Task: Predict the reactants needed to synthesize the given product. (1) The reactants are: [O:1]=[C:2]1[N:6]([C:7]2[CH:14]=[CH:13][C:10]([C:11]#[N:12])=[C:9]([C:15]([F:18])([F:17])[F:16])[CH:8]=2)[C@@H:5]2[CH2:19][CH2:20][CH2:21][CH2:22][C@H:4]2[NH:3]1.[CH2:23]([N:30]([CH2:41][C:42]1[CH:47]=[CH:46][CH:45]=[CH:44][CH:43]=1)[S:31]([C:34]1[CH:39]=[CH:38][CH:37]=[C:36](Br)[N:35]=1)(=[O:33])=[O:32])[C:24]1[CH:29]=[CH:28][CH:27]=[CH:26][CH:25]=1. Given the product [CH2:41]([N:30]([CH2:23][C:24]1[CH:29]=[CH:28][CH:27]=[CH:26][CH:25]=1)[S:31]([C:34]1[CH:39]=[CH:38][CH:37]=[C:36]([N:3]2[C@@H:4]3[CH2:22][CH2:21][CH2:20][CH2:19][C@H:5]3[N:6]([C:7]3[CH:14]=[CH:13][C:10]([C:11]#[N:12])=[C:9]([C:15]([F:18])([F:16])[F:17])[CH:8]=3)[C:2]2=[O:1])[N:35]=1)(=[O:33])=[O:32])[C:42]1[CH:43]=[CH:44][CH:45]=[CH:46][CH:47]=1, predict the reactants needed to synthesize it. (2) Given the product [BrH:1].[Cl:17][C:18]1[CH:19]=[CH:20][C:21]2[N:22]([CH:2]=[C:3]([C:5]3[C:6](=[O:16])[O:7][C:8]4[C:13]([CH:14]=3)=[CH:12][CH:11]=[C:10]([F:15])[CH:9]=4)[N:24]=2)[N:23]=1, predict the reactants needed to synthesize it. The reactants are: [Br:1][CH2:2][C:3]([C:5]1[C:6](=[O:16])[O:7][C:8]2[C:13]([CH:14]=1)=[CH:12][CH:11]=[C:10]([F:15])[CH:9]=2)=O.[Cl:17][C:18]1[N:23]=[N:22][C:21]([NH2:24])=[CH:20][CH:19]=1. (3) The reactants are: [H-].[Na+].[C:3]1([C:9](=[O:11])[CH3:10])[CH:8]=[CH:7][CH:6]=[CH:5][CH:4]=1.[N:12]([C:15]1[CH:20]=[CH:19][CH:18]=[C:17]([C:21]([F:24])([F:23])[F:22])[CH:16]=1)=[C:13]=[S:14]. Given the product [O:11]=[C:9]([C:3]1[CH:8]=[CH:7][CH:6]=[CH:5][CH:4]=1)[CH2:10][C:13](=[S:14])[NH:12][C:15]1[CH:20]=[CH:19][CH:18]=[C:17]([C:21]([F:22])([F:23])[F:24])[CH:16]=1, predict the reactants needed to synthesize it. (4) Given the product [CH3:23][O:22][C:18](=[O:21])[C:19]([CH:8]([OH:9])[C:5]1[CH:4]=[N:3][C:2]([CH3:1])=[N:7][CH:6]=1)=[CH2:20], predict the reactants needed to synthesize it. The reactants are: [CH3:1][C:2]1[N:7]=[CH:6][C:5]([CH:8]=[O:9])=[CH:4][N:3]=1.C1N2CCN(CC2)C1.[C:18]([O:22][CH3:23])(=[O:21])[CH:19]=[CH2:20]. (5) The reactants are: [CH3:1][C:2]1[CH:3]=[C:4]([CH:18]=[CH:19][C:20]=1[CH3:21])[C:5]([C:7]1[C:16](=[O:17])[C:15]2[C:10](=[CH:11][CH:12]=[CH:13][CH:14]=2)[NH:9][CH:8]=1)=[O:6].[H-].[Na+].Cl.Cl[CH2:26][C:27]1[N:28]=[CH:29][S:30][CH:31]=1. Given the product [CH3:1][C:2]1[CH:3]=[C:4]([CH:18]=[CH:19][C:20]=1[CH3:21])[C:5]([C:7]1[C:16](=[O:17])[C:15]2[C:10](=[CH:11][CH:12]=[CH:13][CH:14]=2)[N:9]([CH2:26][C:27]2[N:28]=[CH:29][S:30][CH:31]=2)[CH:8]=1)=[O:6], predict the reactants needed to synthesize it. (6) Given the product [CH:64]1([C@@H:45]([C:42]2[CH:43]=[CH:44][C:39]([C:8]3[CH:9]=[CH:10][N:5]([CH:4]4[CH2:23][CH2:28]4)[C:18](=[O:21])[CH:17]=3)=[CH:40][CH:41]=2)[N:46]2[CH2:51][CH2:50][C@:49]([CH2:58][C:59]([OH:62])([CH3:61])[CH3:60])([C:52]3[CH:57]=[CH:56][CH:55]=[CH:54][CH:53]=3)[O:48][C:47]2=[O:63])[CH2:66][CH2:65]1, predict the reactants needed to synthesize it. The reactants are: C1([C@@H:4]([C:23]2[CH:28]=CC(B3OC(C)(C)C(C)(C)O3)=CC=2)[N:5]2[CH2:10][CH2:9][C@:8]([CH2:17][C:18]([OH:21])(C)C)(C3C=CC=CC=3)OC2=O)CC1.Br[C:39]1[CH:44]=[CH:43][C:42]([C@H:45]([CH:64]2[CH2:66][CH2:65]2)[N:46]2[CH2:51][CH2:50][C@:49]([CH2:58][C:59]([OH:62])([CH3:61])[CH3:60])([C:52]3[CH:57]=[CH:56][CH:55]=[CH:54][CH:53]=3)[O:48][C:47]2=[O:63])=[CH:41][CH:40]=1.BrC1C=CN(C2CC2)C(=O)C=1. (7) Given the product [Br:1][C:2]1[CH:7]=[CH:6][C:5]([O:8][CH3:9])=[CH:4][C:3]=1[CH:10]([CH3:12])[CH3:11].[CH3:9][O:8][C:5]1[CH:6]=[CH:7][C:2]([B:18]([OH:23])[OH:19])=[C:3]([CH:10]([CH3:12])[CH3:11])[CH:4]=1, predict the reactants needed to synthesize it. The reactants are: [Br:1][C:2]1[CH:7]=[CH:6][C:5]([O:8][CH3:9])=[CH:4][C:3]=1[CH:10]([CH3:12])[CH3:11].[Li]CCCC.[B:18](OC(C)C)([O:23]C(C)C)[O:19]C(C)C. (8) Given the product [Br:1][C:2]1[CH:3]([O:7][CH:8]=[CH2:9])[CH2:4][CH2:5][CH:6]=1, predict the reactants needed to synthesize it. The reactants are: [Br:1][C:2]1[CH:3]([OH:7])[CH2:4][CH2:5][CH:6]=1.[CH:8](OCC)=[CH2:9]. (9) Given the product [Cl:14][C:15]1[CH:16]=[C:17]([C:23]([F:24])([F:25])[F:26])[CH:18]=[C:19]([Cl:22])[C:20]=1[O:7][C:8]1[CH:12]=[C:11]([CH3:13])[NH:10][N:9]=1, predict the reactants needed to synthesize it. The reactants are: C(=O)([O-])[O-].[K+].[K+].[OH:7][C:8]1[CH:12]=[C:11]([CH3:13])[NH:10][N:9]=1.[Cl:14][C:15]1[CH:16]=[C:17]([C:23]([F:26])([F:25])[F:24])[CH:18]=[C:19]([Cl:22])[C:20]=1F.Cl.